Dataset: Reaction yield outcomes from USPTO patents with 853,638 reactions. Task: Predict the reaction yield, written as a fraction of the theoretical maximum amount of product (1.0 means a 100% yield; for example, 0.34 means a 34% yield). The reactants are Cl[C:2]1[C:3]2[C@H:10]([CH3:11])[CH2:9][CH2:8][C:4]=2[N:5]=[CH:6][N:7]=1.[CH3:12][C@@H:13]1[NH:18][CH2:17][CH2:16][N:15]([C:19]([O:21][C:22]([CH3:25])([CH3:24])[CH3:23])=[O:20])[CH2:14]1.C(N(C(C)C)CC)(C)C. The catalyst is CN1C(=O)CCC1.C(OCC)(=O)C. The product is [CH3:12][C@@H:13]1[N:18]([C:2]2[C:3]3[C@H:10]([CH3:11])[CH2:9][CH2:8][C:4]=3[N:5]=[CH:6][N:7]=2)[CH2:17][CH2:16][N:15]([C:19]([O:21][C:22]([CH3:23])([CH3:25])[CH3:24])=[O:20])[CH2:14]1. The yield is 0.190.